This data is from Reaction yield outcomes from USPTO patents with 853,638 reactions. The task is: Predict the reaction yield, written as a fraction of the theoretical maximum amount of product (1.0 means a 100% yield; for example, 0.34 means a 34% yield). The reactants are C([O:5][C:6](=[O:38])[C@@H:7]([NH:30]C(OC(C)(C)C)=O)[CH2:8][CH2:9][CH:10]([CH2:18][CH2:19][C:20]1[CH:25]=[CH:24][C:23]([O:26][CH2:27][CH2:28][F:29])=[CH:22][CH:21]=1)[C:11]([O:13]C(C)(C)C)=[O:12])(C)(C)C.FC(F)(F)C(O)=O.O.C(#N)C. The catalyst is ClCCl. The product is [NH2:30][C@H:7]([CH2:8][CH2:9][CH:10]([CH2:18][CH2:19][C:20]1[CH:21]=[CH:22][C:23]([O:26][CH2:27][CH2:28][F:29])=[CH:24][CH:25]=1)[C:11]([OH:13])=[O:12])[C:6]([OH:38])=[O:5]. The yield is 0.110.